This data is from Catalyst prediction with 721,799 reactions and 888 catalyst types from USPTO. The task is: Predict which catalyst facilitates the given reaction. (1) Reactant: [OH-].[K+].Br[CH2:4][C:5]([C:7]1[CH:12]=[CH:11][CH:10]=[CH:9][CH:8]=1)=[O:6].[Br:13][C:14]1[CH:15]=[C:16]([SH:20])[CH:17]=[CH:18][CH:19]=1.O. Product: [Br:13][C:14]1[CH:15]=[C:16]([S:20][CH2:4][C:5]([C:7]2[CH:12]=[CH:11][CH:10]=[CH:9][CH:8]=2)=[O:6])[CH:17]=[CH:18][CH:19]=1. The catalyst class is: 8. (2) Reactant: [C:1]1([N:7]2[C:11]3[CH:12]=[C:13]([O:16][CH2:17][CH2:18][O:19][CH2:20][C:21]([OH:23])=[O:22])[CH:14]=[CH:15][C:10]=3[N:9]=[C:8]2[C:24]2[CH:29]=[CH:28][CH:27]=[CH:26][CH:25]=2)[CH:6]=[CH:5][CH:4]=[CH:3][CH:2]=1.[C:30](=O)([O-])[O-].[Cs+].[Cs+].CI. The catalyst class is: 9. Product: [CH3:30][O:22][C:21](=[O:23])[CH2:20][O:19][CH2:18][CH2:17][O:16][C:13]1[CH:14]=[CH:15][C:10]2[N:9]=[C:8]([C:24]3[CH:25]=[CH:26][CH:27]=[CH:28][CH:29]=3)[N:7]([C:1]3[CH:2]=[CH:3][CH:4]=[CH:5][CH:6]=3)[C:11]=2[CH:12]=1. (3) Reactant: [H-].[Na+].[F:3][C:4]1[CH:9]=[CH:8][C:7]([OH:10])=[CH:6][CH:5]=1.Cl[C:12]1[N:17]=[CH:16][C:15]([C:18]([O:20][CH2:21][CH3:22])=[O:19])=[CH:14][CH:13]=1.Cl. Product: [F:3][C:4]1[CH:9]=[CH:8][C:7]([O:10][C:12]2[N:17]=[CH:16][C:15]([C:18]([O:20][CH2:21][CH3:22])=[O:19])=[CH:14][CH:13]=2)=[CH:6][CH:5]=1. The catalyst class is: 18. (4) Reactant: [H-].[Al+3].[Li+].[H-].[H-].[H-].C[O:8][C:9]1[N:14]=[CH:13][C:12]([N:15]2[C:20](=O)[CH2:19][C:18]([CH3:23])([CH3:22])[CH2:17][C:16]2=O)=[CH:11][CH:10]=1.O.[OH-].[Na+]. Product: [CH3:22][C:18]1([CH3:23])[CH2:17][CH2:16][N:15]([C:12]2[CH:13]=[N:14][C:9]([OH:8])=[CH:10][CH:11]=2)[CH2:20][CH2:19]1. The catalyst class is: 27.